This data is from Reaction yield outcomes from USPTO patents with 853,638 reactions. The task is: Predict the reaction yield, written as a fraction of the theoretical maximum amount of product (1.0 means a 100% yield; for example, 0.34 means a 34% yield). (1) The reactants are C([O:3][C:4]([C:6]1([C:9]2[CH:14]=[CH:13][C:12]([C:15]3[CH:20]=[CH:19][C:18]([C:21]4[S:22][C:23]([F:39])=[CH:24][C:25]=4[NH:26][C:27]([O:29][CH:30]([C:32]4[CH:37]=[CH:36][C:35]([Cl:38])=[CH:34][CH:33]=4)[CH3:31])=[O:28])=[CH:17][C:16]=3[O:40][CH3:41])=[CH:11][CH:10]=2)[CH2:8][CH2:7]1)=[O:5])C.[OH-].[Na+].Cl. The catalyst is C(O)(C)C. The product is [Cl:38][C:35]1[CH:34]=[CH:33][C:32]([C@H:30]([O:29][C:27]([NH:26][C:25]2[CH:24]=[C:23]([F:39])[S:22][C:21]=2[C:18]2[CH:19]=[CH:20][C:15]([C:12]3[CH:13]=[CH:14][C:9]([C:6]4([C:4]([OH:5])=[O:3])[CH2:8][CH2:7]4)=[CH:10][CH:11]=3)=[C:16]([O:40][CH3:41])[CH:17]=2)=[O:28])[CH3:31])=[CH:37][CH:36]=1. The yield is 0.570. (2) The reactants are [Br:1][C:2]1[CH:3]=[CH:4][C:5]([N:10]2[CH2:15][CH2:14][CH2:13][CH2:12][CH:11]2[CH2:16][CH3:17])=[C:6]([CH:9]=1)[CH:7]=[O:8].[BH4-].[Na+]. The catalyst is CO. The product is [Br:1][C:2]1[CH:3]=[CH:4][C:5]([N:10]2[CH2:15][CH2:14][CH2:13][CH2:12][CH:11]2[CH2:16][CH3:17])=[C:6]([CH2:7][OH:8])[CH:9]=1. The yield is 0.880. (3) The reactants are Br[C:2]1[N:6]2[N:7]=[CH:8][C:9]([C:11]([F:14])([F:13])[F:12])=[N:10][C:5]2=[N:4][CH:3]=1.CC1(C)COB([C:22]2[CH:23]=[CH:24][C:25]([F:37])=[C:26]([C:28]3[C:29]([C:35]#[N:36])=[CH:30][CH:31]=[C:32]([F:34])[CH:33]=3)[CH:27]=2)OC1. No catalyst specified. The product is [F:34][C:32]1[CH:33]=[C:28]([C:26]2[CH:27]=[C:22]([C:2]3[N:6]4[N:7]=[CH:8][C:9]([C:11]([F:14])([F:13])[F:12])=[N:10][C:5]4=[N:4][CH:3]=3)[CH:23]=[CH:24][C:25]=2[F:37])[C:29]([C:35]#[N:36])=[CH:30][CH:31]=1. The yield is 0.460.